This data is from Catalyst prediction with 721,799 reactions and 888 catalyst types from USPTO. The task is: Predict which catalyst facilitates the given reaction. (1) Reactant: CS(O[CH2:6][CH:7]1[O:11][C:10](=[O:12])[N:9]([C:13]2[CH:18]=[CH:17][C:16]([C:19]3[O:20][CH:21]=[C:22]([C:24]([CH3:32])([CH3:31])[O:25][SiH2:26][C:27]([CH3:30])([CH3:29])[CH3:28])[N:23]=3)=[C:15]([F:33])[CH:14]=2)[CH2:8]1)(=O)=O.[N-:34]=[N+:35]=[N-:36].[Na+]. Product: [N:34]([CH2:6][C@@H:7]1[O:11][C:10](=[O:12])[N:9]([C:13]2[CH:18]=[CH:17][C:16]([C:19]3[O:20][CH:21]=[C:22]([C:24]([CH3:31])([CH3:32])[O:25][SiH2:26][C:27]([CH3:29])([CH3:30])[CH3:28])[N:23]=3)=[C:15]([F:33])[CH:14]=2)[CH2:8]1)=[N+:35]=[N-:36]. The catalyst class is: 35. (2) Reactant: [CH2:1]([N:8]1[CH2:20][C@H:19]2[C@:10](C(OCC)=O)([C:11](=[O:24])[N:12]3[CH2:23][CH2:22][CH2:21][C:14]4[CH:15]=[CH:16][CH:17]=[C:18]2[C:13]3=4)[CH2:9]1)[C:2]1[CH:7]=[CH:6][CH:5]=[CH:4][CH:3]=1.Cl. Product: [CH2:1]([N:8]1[CH2:20][C@H:19]2[C@H:10]([C:11](=[O:24])[N:12]3[CH2:23][CH2:22][CH2:21][C:14]4[CH:15]=[CH:16][CH:17]=[C:18]2[C:13]3=4)[CH2:9]1)[C:2]1[CH:3]=[CH:4][CH:5]=[CH:6][CH:7]=1. The catalyst class is: 12.